Dataset: Catalyst prediction with 721,799 reactions and 888 catalyst types from USPTO. Task: Predict which catalyst facilitates the given reaction. (1) Product: [NH2:1][C:2]1[S:3][C:4]([C:9]([O:11][CH2:12][CH3:13])=[O:10])=[C:5]([CH2:7][O:8][Si:19]([C:22]([CH3:25])([CH3:24])[CH3:23])([CH3:21])[CH3:20])[N:6]=1. Reactant: [NH2:1][C:2]1[S:3][C:4]([C:9]([O:11][CH2:12][CH3:13])=[O:10])=[C:5]([CH2:7][OH:8])[N:6]=1.N1C=CN=C1.[Si:19](Cl)([C:22]([CH3:25])([CH3:24])[CH3:23])([CH3:21])[CH3:20]. The catalyst class is: 3. (2) Reactant: [C:1]([O:5][C:6](=[O:12])[NH:7][C@@H:8]([CH3:11])[CH2:9][OH:10])([CH3:4])([CH3:3])[CH3:2].[F:13][C:14]1[CH:19]=[CH:18][C:17](O)=[C:16]([C:21]([F:24])([F:23])[F:22])[CH:15]=1.C1(P(C2C=CC=CC=2)C2C=CC=CC=2)C=CC=CC=1.N(C(OC(C)C)=O)=NC(OC(C)C)=O. Product: [C:1]([O:5][C:6](=[O:12])[NH:7][C@@H:8]([CH3:11])[CH2:9][O:10][C:17]1[CH:18]=[CH:19][C:14]([F:13])=[CH:15][C:16]=1[C:21]([F:22])([F:24])[F:23])([CH3:4])([CH3:2])[CH3:3]. The catalyst class is: 7. (3) Reactant: [CH:1]1([C:4]2[NH:8][N:7]=[C:6]([NH:9][C:10]3[C:15]([C:16]#[CH:17])=[CH:14][N:13]=[C:12]([C:18]4[S:22][C:21]([CH2:23][NH:24]C(=O)OC(C)(C)C)=[CH:20][CH:19]=4)[N:11]=3)[CH:5]=2)[CH2:3][CH2:2]1.[ClH:32]. Product: [ClH:32].[NH2:24][CH2:23][C:21]1[S:22][C:18]([C:12]2[N:11]=[C:10]([NH:9][C:6]3[CH:5]=[C:4]([CH:1]4[CH2:2][CH2:3]4)[NH:8][N:7]=3)[C:15]([C:16]#[CH:17])=[CH:14][N:13]=2)=[CH:19][CH:20]=1. The catalyst class is: 14. (4) Reactant: Cl[CH2:2][C:3]([N:5]([CH2:19][C:20]1[CH:25]=[CH:24][CH:23]=[C:22]([Cl:26])[C:21]=1[CH3:27])[C:6]1[N:7]=[C:8]([N:13]2[CH2:18][CH2:17][O:16][CH2:15][CH2:14]2)[S:9][C:10]=1[C:11]#[N:12])=[O:4].[CH3:28][NH:29][CH3:30]. Product: [Cl:26][C:22]1[C:21]([CH3:27])=[C:20]([CH2:19][N:5]([C:6]2[N:7]=[C:8]([N:13]3[CH2:18][CH2:17][O:16][CH2:15][CH2:14]3)[S:9][C:10]=2[C:11]#[N:12])[C:3](=[O:4])[CH2:2][N:29]([CH3:30])[CH3:28])[CH:25]=[CH:24][CH:23]=1. The catalyst class is: 508. (5) Reactant: [CH3:1][O:2][C:3](=[O:37])[CH:4]([C:16]1[CH:21]=[CH:20][C:19]([O:22][C:23]2[CH:28]=[CH:27][C:26]([CH:29]=[C:30]3[S:34][C:33](=[O:35])[NH:32][C:31]3=[O:36])=[CH:25][CH:24]=2)=[CH:18][CH:17]=1)[CH2:5][C:6]1[CH:11]=[C:10]([O:12][CH3:13])[CH:9]=[C:8]([O:14][CH3:15])[CH:7]=1. Product: [CH3:1][O:2][C:3](=[O:37])[CH:4]([C:16]1[CH:21]=[CH:20][C:19]([O:22][C:23]2[CH:28]=[CH:27][C:26]([CH2:29][CH:30]3[S:34][C:33](=[O:35])[NH:32][C:31]3=[O:36])=[CH:25][CH:24]=2)=[CH:18][CH:17]=1)[CH2:5][C:6]1[CH:11]=[C:10]([O:12][CH3:13])[CH:9]=[C:8]([O:14][CH3:15])[CH:7]=1. The catalyst class is: 505. (6) Reactant: [Br:1][C:2]1[C:3](F)=[C:4]2[C:10]([NH:11][C:12](=[O:21])[C:13]3[CH:18]=[CH:17][CH:16]=[C:15]([O:19][CH3:20])[N:14]=3)=[CH:9][NH:8][C:5]2=[N:6][CH:7]=1.[NH:23]1[CH2:28][CH2:27][CH2:26][C@@H:25]([NH:29][C:30](=[O:36])[O:31][C:32]([CH3:35])([CH3:34])[CH3:33])[CH2:24]1. Product: [Br:1][C:2]1[C:3]([N:23]2[CH2:28][CH2:27][CH2:26][C@@H:25]([NH:29][C:30](=[O:36])[O:31][C:32]([CH3:34])([CH3:33])[CH3:35])[CH2:24]2)=[C:4]2[C:10]([NH:11][C:12](=[O:21])[C:13]3[CH:18]=[CH:17][CH:16]=[C:15]([O:19][CH3:20])[N:14]=3)=[CH:9][NH:8][C:5]2=[N:6][CH:7]=1. The catalyst class is: 114. (7) Reactant: [CH3:1][S:2](Cl)(=[O:4])=[O:3].[Cl:6][C:7]1[C:8]([C:29]2[N:33]3[CH:34]=[CH:35][CH:36]=[CH:37][C:32]3=[N:31][CH:30]=2)=[N:9][C:10]([NH:13][C:14]2[CH:19]=[CH:18][C:17]([O:20][CH:21]3[CH2:26][CH2:25][NH:24][CH2:23][CH2:22]3)=[CH:16][C:15]=2[O:27][CH3:28])=[N:11][CH:12]=1.C(N(CC)CC)C. Product: [Cl:6][C:7]1[C:8]([C:29]2[N:33]3[CH:34]=[CH:35][CH:36]=[CH:37][C:32]3=[N:31][CH:30]=2)=[N:9][C:10]([NH:13][C:14]2[CH:19]=[CH:18][C:17]([O:20][CH:21]3[CH2:26][CH2:25][N:24]([S:2]([CH3:1])(=[O:4])=[O:3])[CH2:23][CH2:22]3)=[CH:16][C:15]=2[O:27][CH3:28])=[N:11][CH:12]=1. The catalyst class is: 4.